This data is from Full USPTO retrosynthesis dataset with 1.9M reactions from patents (1976-2016). The task is: Predict the reactants needed to synthesize the given product. (1) Given the product [N:23]([CH2:20][C@@H:19]([C:12]1[C:13]2[S:17][C:16](=[O:18])[NH:15][C:14]=2[C:9]([O:8][CH2:1][C:2]2[CH:7]=[CH:6][CH:5]=[CH:4][CH:3]=2)=[CH:10][CH:11]=1)[OH:22])=[N+:24]=[N-:25], predict the reactants needed to synthesize it. The reactants are: [CH2:1]([O:8][C:9]1[C:14]2[NH:15][C:16](=[O:18])[S:17][C:13]=2[C:12]([C@@H:19]([OH:22])[CH2:20]Br)=[CH:11][CH:10]=1)[C:2]1[CH:7]=[CH:6][CH:5]=[CH:4][CH:3]=1.[N-:23]=[N+:24]=[N-:25].[Na+].[I-].[Na+]. (2) Given the product [CH:17]1([CH2:16][O:1][C:2]2[CH:3]=[CH:4][C:5]3[O:10][C:9]([CH3:11])([CH3:12])[O:8][C:7](=[O:13])[C:6]=3[CH:14]=2)[CH2:22][CH2:21][CH2:20][CH2:19][CH2:18]1, predict the reactants needed to synthesize it. The reactants are: [OH:1][C:2]1[CH:3]=[CH:4][C:5]2[O:10][C:9]([CH3:12])([CH3:11])[O:8][C:7](=[O:13])[C:6]=2[CH:14]=1.Br[CH2:16][CH:17]1[CH2:22][CH2:21][CH2:20][CH2:19][CH2:18]1. (3) Given the product [S:7]([NH:10][N:11]=[CH:4][C:3]1[CH:2]=[CH:1][CH:6]=[CH:5][C:20]=1[C:19]1[CH:22]=[CH:23][C:16]([O:15][CH:14]([F:24])[F:13])=[CH:17][CH:18]=1)([C:4]1[CH:3]=[CH:2][C:1]([CH3:12])=[CH:6][CH:5]=1)(=[O:8])=[O:9], predict the reactants needed to synthesize it. The reactants are: [C:1]1([CH3:12])[CH:6]=[CH:5][C:4]([S:7]([NH:10][NH2:11])(=[O:9])=[O:8])=[CH:3][CH:2]=1.[F:13][CH:14]([F:24])[O:15][C:16]1[CH:23]=[CH:22][C:19]([CH:20]=O)=[CH:18][CH:17]=1. (4) Given the product [N+:12]([C:8]1[CH:9]=[CH:10][CH:11]=[C:4]([O:15][CH2:16][CH:17]2[CH2:21][CH2:20][O:19][CH2:18]2)[C:5]=1[C:6]#[N:7])([O-:14])=[O:13], predict the reactants needed to synthesize it. The reactants are: [N+]([C:4]1[CH:11]=[CH:10][CH:9]=[C:8]([N+:12]([O-:14])=[O:13])[C:5]=1[C:6]#[N:7])([O-])=O.[OH:15][CH2:16][CH:17]1[CH2:21][CH2:20][O:19][CH2:18]1. (5) Given the product [C:6]([C@H:7]([NH:36][C:37](=[O:56])[NH:38][C@H:39]([CH2:47][CH2:48][C:49]([OH:51])=[O:50])[C:40]([OH:42])=[O:41])[CH2:8][CH2:9][CH2:10][CH2:11][NH:12][C:13](=[O:35])[CH2:14][N:15]1[C:19]([CH2:20][NH:21][C:22]2[CH:27]=[CH:26][C:25]([N+:28]([O-:30])=[O:29])=[CH:24][C:23]=2[N+:31]([O-:33])=[O:32])=[C:18]([I:34])[N:17]=[N:16]1)([OH:57])=[O:5], predict the reactants needed to synthesize it. The reactants are: C([O:5][C:6](=[O:57])[CH:7]([NH:36][C:37](=[O:56])[NH:38][CH:39]([CH2:47][CH2:48][C:49]([O:51]C(C)(C)C)=[O:50])[C:40]([O:42]C(C)(C)C)=[O:41])[CH2:8][CH2:9][CH2:10][CH2:11][NH:12][C:13](=[O:35])[CH2:14][N:15]1[C:19]([CH2:20][NH:21][C:22]2[CH:27]=[CH:26][C:25]([N+:28]([O-:30])=[O:29])=[CH:24][C:23]=2[N+:31]([O-:33])=[O:32])=[C:18]([I:34])[N:17]=[N:16]1)(C)(C)C.C(Cl)Cl. (6) Given the product [Br:13][C:14]1[C:15]([C:26]2[S:28][CH:3]=[C:4]([CH2:5][C:6]3[CH:11]=[CH:10][N:9]=[CH:8][CH:7]=3)[N:27]=2)=[CH:16][C:17]([NH:20][C:21]([NH:23][CH2:24][CH3:25])=[O:22])=[N:18][CH:19]=1, predict the reactants needed to synthesize it. The reactants are: Br.Br[CH2:3][C:4](=O)[CH2:5][C:6]1[CH:11]=[CH:10][N:9]=[CH:8][CH:7]=1.[Br:13][C:14]1[C:15]([C:26](=[S:28])[NH2:27])=[CH:16][C:17]([NH:20][C:21]([NH:23][CH2:24][CH3:25])=[O:22])=[N:18][CH:19]=1.